Dataset: Forward reaction prediction with 1.9M reactions from USPTO patents (1976-2016). Task: Predict the product of the given reaction. (1) Given the reactants [C:1]([O:5][C:6](=[O:15])[CH2:7]/[N:8]=[CH:9]/[CH2:10][C:11]([CH3:14])([CH3:13])[CH3:12])([CH3:4])([CH3:3])[CH3:2].[Br:16][C:17]1[C:18]([F:35])=[C:19]([CH:32]=[CH:33][CH:34]=1)/[CH:20]=[C:21]1\[C:22](=[O:31])[NH:23][C:24]2[C:29]\1=[CH:28][CH:27]=[C:26]([Cl:30])[CH:25]=2.C(N(CC)CC)C.C1CCN2C(=NCCC2)CC1, predict the reaction product. The product is: [C:1]([O:5][C:6]([CH:7]1[NH:8][CH:9]([CH2:10][C:11]([CH3:14])([CH3:13])[CH3:12])[C:21]2([C:29]3[C:24](=[CH:25][C:26]([Cl:30])=[CH:27][CH:28]=3)[NH:23][C:22]2=[O:31])[CH:20]1[C:19]1[CH:32]=[CH:33][CH:34]=[C:17]([Br:16])[C:18]=1[F:35])=[O:15])([CH3:4])([CH3:3])[CH3:2]. (2) Given the reactants C(OC(=O)[NH:7][C:8]1[CH:13]=[C:12]([N:14]([CH3:16])[CH3:15])[C:11]([C:17]([F:20])([F:19])[F:18])=[CH:10][C:9]=1[NH:21][C:22](=[O:46])[CH2:23][C:24]([C:26]1[CH:31]=[CH:30][CH:29]=[C:28]([C:32]2[N:33]([CH3:45])[N:34]=[CH:35][C:36]=2[CH2:37][O:38]C2CCCCO2)[CH:27]=1)=O)(C)(C)C.C(O)(C(F)(F)F)=O, predict the reaction product. The product is: [CH3:15][N:14]([CH3:16])[C:12]1[C:11]([C:17]([F:18])([F:20])[F:19])=[CH:10][C:9]2[NH:21][C:22](=[O:46])[CH2:23][C:24]([C:26]3[CH:31]=[CH:30][CH:29]=[C:28]([C:32]4[N:33]([CH3:45])[N:34]=[CH:35][C:36]=4[CH2:37][OH:38])[CH:27]=3)=[N:7][C:8]=2[CH:13]=1. (3) Given the reactants [C:1]([O:5]C1C=CC=CC=1CN(CC1C=CC=CN=1)CCCN1CCC(C2C=CC=CC=2)CC1)([CH3:4])([CH3:3])[CH3:2].[CH2:36]([CH:43]1[CH2:48][CH2:47][NH:46][CH2:45][CH2:44]1)[C:37]1[CH:42]=[CH:41][CH:40]=[CH:39][CH:38]=1.[C:49]([O:53][C:54]1[CH:74]=[CH:73][CH:72]=[CH:71][C:55]=1[CH2:56][N:57]([CH2:67][CH2:68][CH2:69]Cl)[CH2:58][CH2:59][NH:60][C:61](=[O:66])C(C)(C)C)([CH3:52])([CH3:51])[CH3:50].C([O-])([O-])=O.[K+].[K+], predict the reaction product. The product is: [CH2:36]([CH:43]1[CH2:48][CH2:47][N:46]([CH2:69][CH2:68][CH2:67][N:57]([CH2:56][C:55]2[CH:71]=[CH:72][CH:73]=[CH:74][C:54]=2[O:53][C:49]([CH3:50])([CH3:51])[CH3:52])[CH2:58][CH2:59][NH:60][C:61](=[O:66])[O:5][C:1]([CH3:4])([CH3:3])[CH3:2])[CH2:45][CH2:44]1)[C:37]1[CH:42]=[CH:41][CH:40]=[CH:39][CH:38]=1. (4) Given the reactants [C:1]([C:5]1[C:14]2[C:9](=[CH:10][CH:11]=[CH:12][CH:13]=2)[N:8]=[C:7]([CH3:15])[C:6]=1[CH:16]([OH:22])[C:17]([O:19][CH2:20][CH3:21])=[O:18])([CH3:4])([CH3:3])[CH3:2].Cl(O)(=O)(=O)=O.C(=O)(O)[O-].[Na+], predict the reaction product. The product is: [C:1]([O:22][CH:16]([C:6]1[C:7]([CH3:15])=[N:8][C:9]2[C:14]([C:5]=1[C:1]([CH3:4])([CH3:2])[CH3:3])=[CH:13][CH:12]=[CH:11][CH:10]=2)[C:17]([O:19][CH2:20][CH3:21])=[O:18])([CH3:4])([CH3:3])[CH3:2]. (5) Given the reactants [C:1](Cl)(=O)[C:2]([Cl:4])=[O:3].[CH3:7][C@@:8]12[C:14]([CH3:16])([CH3:15])[C@@H:11]([CH2:12][CH2:13]1)C(C(O)=O)[C:9]2=[O:20], predict the reaction product. The product is: [CH3:7][C@@:8]12[C:14]([CH3:16])([CH3:15])[C@@H:11]([CH2:12][CH2:13]1)[CH:1]([C:2]([Cl:4])=[O:3])[C:9]2=[O:20].